The task is: Binary Classification. Given a T-cell receptor sequence (or CDR3 region) and an epitope sequence, predict whether binding occurs between them.. This data is from TCR-epitope binding with 47,182 pairs between 192 epitopes and 23,139 TCRs. (1) The epitope is EEHVQIHTI. The TCR CDR3 sequence is CASSPLAKAQSGEQFF. Result: 1 (the TCR binds to the epitope). (2) The epitope is KLWAQCVQL. The TCR CDR3 sequence is CASSQGTVNWDTQYF. Result: 1 (the TCR binds to the epitope).